This data is from Full USPTO retrosynthesis dataset with 1.9M reactions from patents (1976-2016). The task is: Predict the reactants needed to synthesize the given product. (1) Given the product [N:8]1([N:13]2[CH2:18][CH2:17][CH2:16][CH2:15][CH2:14]2)[CH2:9][CH2:10][C:11](=[O:12])[CH2:6][C:7]1=[O:19], predict the reactants needed to synthesize it. The reactants are: C(OC([CH:6]1[C:11](=[O:12])[CH2:10][CH2:9][N:8]([N:13]2[CH2:18][CH2:17][CH2:16][CH2:15][CH2:14]2)[C:7]1=[O:19])=O)C. (2) The reactants are: O=[C:2]([CH3:16])[CH2:3][CH:4]([C:10](=[O:15])[C:11]([F:14])([F:13])[F:12])[C:5]([O:7][CH2:8][CH3:9])=[O:6].C1(C)C=CC(S(O)(=O)=O)=CC=1. Given the product [CH3:16][C:2]1[O:15][C:10]([C:11]([F:14])([F:13])[F:12])=[C:4]([C:5]([O:7][CH2:8][CH3:9])=[O:6])[CH:3]=1, predict the reactants needed to synthesize it. (3) Given the product [O:20]1[C:24]2[CH:25]=[CH:26][C:27]([NH:29][C:8]3[C:9](=[O:10])[N:5]([CH2:1][CH2:2][CH2:3][CH3:4])[S:6](=[O:19])(=[O:18])[C:7]=3[C:12]3[CH:17]=[CH:16][CH:15]=[CH:14][CH:13]=3)=[CH:28][C:23]=2[CH:22]=[CH:21]1, predict the reactants needed to synthesize it. The reactants are: [CH2:1]([N:5]1[C:9](=[O:10])[C:8](Cl)=[C:7]([C:12]2[CH:17]=[CH:16][CH:15]=[CH:14][CH:13]=2)[S:6]1(=[O:19])=[O:18])[CH2:2][CH2:3][CH3:4].[O:20]1[C:24]2[CH:25]=[CH:26][C:27]([NH2:29])=[CH:28][C:23]=2[CH:22]=[CH:21]1. (4) Given the product [CH:23]1([C:21]([N:18]2[CH2:19][CH2:20][C@@H:16]([CH2:15][N:9]3[C:8]([C:5]4[CH:6]=[CH:7][C:2]([C:34]5[CH:42]=[C:41]6[C:37]([CH:38]=[N:39][NH:40]6)=[CH:36][CH:35]=5)=[CH:3][CH:4]=4)=[N:12][N:11]([CH3:13])[C:10]3=[O:14])[CH2:17]2)=[O:22])[CH2:25][CH2:24]1, predict the reactants needed to synthesize it. The reactants are: Br[C:2]1[CH:7]=[CH:6][C:5]([C:8]2[N:9]([CH2:15][C@@H:16]3[CH2:20][CH2:19][N:18]([C:21]([CH:23]4[CH2:25][CH2:24]4)=[O:22])[CH2:17]3)[C:10](=[O:14])[N:11]([CH3:13])[N:12]=2)=[CH:4][CH:3]=1.CC1(C)C(C)(C)OB([C:34]2[CH:42]=[C:41]3[C:37]([CH:38]=[N:39][N:40]3C(OC(C)(C)C)=O)=[CH:36][CH:35]=2)O1.[O-]P([O-])([O-])=O.[K+].[K+].[K+]. (5) Given the product [F:1][C:2]1[C:11]([CH2:12][NH2:13])=[C:10]([F:24])[CH:9]=[C:8]2[C:3]=1[CH:4]=[CH:5][CH:6]=[N:7]2, predict the reactants needed to synthesize it. The reactants are: [F:1][C:2]1[C:11]([CH2:12][N:13]2C(=O)C3C(=CC=CC=3)C2=O)=[C:10]([F:24])[CH:9]=[C:8]2[C:3]=1[CH:4]=[CH:5][CH:6]=[N:7]2.O.NN. (6) Given the product [OH:18][N:17]=[C:2]([C:10]1[CH:11]=[N:12][CH:13]=[CH:14][CH:15]=1)[CH2:3][N:4]1[CH2:8][CH2:7][CH2:6][C:5]1=[O:9], predict the reactants needed to synthesize it. The reactants are: O=[C:2]([C:10]1[CH:11]=[N:12][CH:13]=[CH:14][CH:15]=1)[CH2:3][N:4]1[CH2:8][CH2:7][CH2:6][C:5]1=[O:9].Cl.[NH2:17][OH:18].S([O-])([O-])(=O)=O.[Na+].[Na+].